Dataset: M1 muscarinic receptor antagonist screen with 61,756 compounds. Task: Binary Classification. Given a drug SMILES string, predict its activity (active/inactive) in a high-throughput screening assay against a specified biological target. (1) The molecule is S(c1n(CC)c(nn1)c1nccnc1)CC(=O)Nc1c(OCC)cccc1. The result is 0 (inactive). (2) The molecule is Brc1sc(S(=O)(=O)NCC(=O)Nc2cc3OCCOc3cc2)cc1. The result is 0 (inactive). (3) The drug is S=C(N1CCOCC1)c1ccc(OCC)cc1. The result is 0 (inactive). (4) The drug is S(c1n(CC)c(nn1)COc1ccccc1)CC(=O)CC(=O)Nc1c(OC)cccc1. The result is 0 (inactive). (5) The compound is O=C1/C(=c2\[nH]c(cc(NCc3ccccc3)n2)C)C=CC=C1. The result is 0 (inactive). (6) The compound is S(=O)(=O)(N1CCCCC1)c1ccc(cc1)C(OCC(=O)N1CCN(CC1)C(=O)c1occc1)=O. The result is 0 (inactive). (7) The compound is O1C(CCC1)CNCC(COc1c(OC)cccc1OC)C. The result is 0 (inactive). (8) The compound is s1c2c(n(c(C(=O)NCC3OCCC3)c2)CC(=O)c2ccccc2)cc1. The result is 0 (inactive). (9) The molecule is s1c2c(CC(OC2)(C)C)c2c1n1c(n(c2=O)CCc2ccccc2)nnc1SCCCC. The result is 0 (inactive). (10) The compound is S(=O)(=O)(n1nc(N)c(Cc2ccccc2)c1)c1c(OC)cccc1. The result is 0 (inactive).